Regression/Classification. Given a drug SMILES string, predict its absorption, distribution, metabolism, or excretion properties. Task type varies by dataset: regression for continuous measurements (e.g., permeability, clearance, half-life) or binary classification for categorical outcomes (e.g., BBB penetration, CYP inhibition). Dataset: cyp2c19_veith. From a dataset of CYP2C19 inhibition data for predicting drug metabolism from PubChem BioAssay. (1) The drug is Cn1cccc1C(=O)N1CCC2(CCCN(Cc3ccccc3)C2)CC1. The result is 0 (non-inhibitor). (2) The compound is OCCn1cnc2c(SCc3ccccc3)ncnc21. The result is 0 (non-inhibitor). (3) The drug is Cc1ccccc1OCCNC(=S)Nc1ccccc1. The result is 1 (inhibitor). (4) The drug is CC1CCC(C(=O)O)([C@H](Br)C(=O)O)CC1. The result is 0 (non-inhibitor). (5) The compound is C[N+]1(C)[C@H]2CC(OC(=O)[C@@H](CO)c3ccccc3)C[C@@H]1[C@@H]1O[C@@H]12. The result is 0 (non-inhibitor). (6) The compound is OC(Cn1c2ccccc2c2ccccc21)C[n+]1cccc2ccccc21.[O-][Cl+3]([O-])([O-])[O-]. The result is 1 (inhibitor).